This data is from Catalyst prediction with 721,799 reactions and 888 catalyst types from USPTO. The task is: Predict which catalyst facilitates the given reaction. (1) Reactant: [NH2:1][C:2]([C:9]([F:12])([F:11])[F:10])=[CH:3][C:4]([O:6]CC)=O.[C:13](=O)([O-])[O-].[K+].[K+].[Cl:19][C:20]1[CH:25]=[CH:24][C:23]([NH:26][C:27](=O)[O:28]CC)=[C:22]([F:32])[CH:21]=1.CI. Product: [CH3:13][N:1]1[C:2]([C:9]([F:10])([F:11])[F:12])=[CH:3][C:4](=[O:6])[N:26]([C:23]2[CH:24]=[CH:25][C:20]([Cl:19])=[CH:21][C:22]=2[F:32])[C:27]1=[O:28]. The catalyst class is: 18. (2) Reactant: [CH3:1][CH:2]1[CH2:7][CH2:6][N:5]([C:8]2[C:17]3[CH2:16][CH2:15][C:14]4[CH:18]=[CH:19][CH:20]=[CH:21][C:13]=4[C:12]=3O[C:10](=O)[C:9]=2[C:23]#[N:24])[CH2:4][CH2:3]1.[H-].[Na+]. Product: [CH3:1][CH:2]1[CH2:7][CH2:6][N:5]([C:8]2[C:17]3[CH2:16][CH2:15][C:14]4[C:13](=[CH:21][CH:20]=[CH:19][CH:18]=4)[C:12]=3[C:21]3[C:13]4[C:14]([CH2:18][C:10]=3[C:9]=2[C:23]#[N:24])=[CH:15][CH:16]=[CH:17][CH:12]=4)[CH2:4][CH2:3]1. The catalyst class is: 1. (3) Product: [CH3:6][C:7]1[N:8]([CH2:25][CH2:26][CH2:27][CH2:28][CH2:29][S:30][CH3:31])[C:9]2[C:14]([CH3:15])=[C:13]([CH3:16])[N:12]=[C:11]([NH2:5])[C:10]=2[N:24]=1. Reactant: C([O-])(=O)C.[NH4+:5].[CH3:6][C:7]1[N:8]([CH2:25][CH2:26][CH2:27][CH2:28][CH2:29][S:30][CH3:31])[C:9]2[C:14]([CH3:15])=[C:13]([CH3:16])[N:12]=[C:11](OC3C=CC=CC=3)[C:10]=2[N:24]=1.[OH-].[Na+]. The catalyst class is: 6. (4) Reactant: [Cl:1][C:2]1[CH:7]=[CH:6][CH:5]=[CH:4][C:3]=1[C:8]1[S:12][C:11]([C:13](O)=[O:14])=[CH:10][CH:9]=1.C(N(CC)CC)C.ClC(OCC(C)C)=O.[BH4-].[Na+].C(=O)(O)[O-].[Na+]. Product: [Cl:1][C:2]1[CH:7]=[CH:6][CH:5]=[CH:4][C:3]=1[C:8]1[S:12][C:11]([CH2:13][OH:14])=[CH:10][CH:9]=1. The catalyst class is: 20.